Task: Predict which catalyst facilitates the given reaction.. Dataset: Catalyst prediction with 721,799 reactions and 888 catalyst types from USPTO (1) Reactant: [NH2:1][C@@H:2]([CH2:11][CH2:12][CH3:13])[CH:3]([OH:10])[C:4]([NH:6][CH:7]1[CH2:9][CH2:8]1)=[O:5].CCN(C(C)C)C(C)C.[CH2:23]([O:26][C:27](Cl)=[O:28])[CH:24]=[CH2:25].Cl. Product: [CH:7]1([NH:6][C:4](=[O:5])[CH:3]([OH:10])[CH:2]([NH:1][C:27](=[O:28])[O:26][CH2:23][CH:24]=[CH2:25])[CH2:11][CH2:12][CH3:13])[CH2:8][CH2:9]1. The catalyst class is: 34. (2) Reactant: [CH2:1]([CH:5]1[CH2:8][CH:7]([C:9]([O:11]CC)=[O:10])[CH:6]1N1CCCCC1)[CH:2]([CH3:4])[CH3:3].C1(C)C=CC(S(OC)(=O)=O)=CC=1. Product: [CH2:1]([CH:5]1[CH2:8][C:7]([C:9]([OH:11])=[O:10])=[CH:6]1)[CH:2]([CH3:4])[CH3:3]. The catalyst class is: 6. (3) Reactant: Cl[C:2]1[C:7]([Cl:8])=[N:6][CH:5]=[CH:4][N:3]=1.[CH3:9][N:10]1[CH:14]=[C:13](B2OC(C)(C)C(C)(C)O2)[CH:12]=[N:11]1.C([O-])([O-])=O.[Na+].[Na+].COCCOC. Product: [Cl:8][C:7]1[C:2]([C:13]2[CH:12]=[N:11][N:10]([CH3:9])[CH:14]=2)=[N:3][CH:4]=[CH:5][N:6]=1. The catalyst class is: 189. (4) Reactant: CS([O:5][C:6]1[CH:11]=[CH:10][CH:9]=[CH:8][C:7]=1[O:12][CH3:13])(=O)=O.[CH3:14][C:15]([CH3:20])=[CH:16][C:17]([OH:19])=[O:18].[Cl-].[Al+3].[Cl-].[Cl-].Cl. Product: [OH:5][C:6]1[CH:11]=[C:10]([C:15]([CH3:20])([CH3:14])[CH2:16][C:17]([OH:19])=[O:18])[CH:9]=[CH:8][C:7]=1[O:12][CH3:13]. The catalyst class is: 74. (5) Reactant: C([O-])([O-])=O.[Cs+].[Cs+].[N+:7]([C:10]1[CH:11]=[N:12][NH:13][CH:14]=1)([O-:9])=[O:8].CN(C=O)C.Cl[C:21]([F:26])([F:25])C([O-])=O.[Na+]. Product: [F:25][CH:21]([F:26])[N:12]1[CH:11]=[C:10]([N+:7]([O-:9])=[O:8])[CH:14]=[N:13]1. The catalyst class is: 6. (6) Reactant: [Cl:1][C:2]1[C:3]([CH3:43])=[C:4]([C:18]2[C:26]3[C:25]([O:27][C@H:28]([CH2:34][C:35]4[CH:40]=[CH:39][CH:38]=[CH:37][C:36]=4[OH:41])[C:29]([O:31][CH2:32][CH3:33])=[O:30])=[N:24][CH:23]=[N:22][C:21]=3[S:20][C:19]=2[I:42])[CH:5]=[CH:6][C:7]=1[O:8][CH2:9][CH2:10][N:11]1[CH2:16][CH2:15][N:14]([CH3:17])[CH2:13][CH2:12]1.[CH2:44]([N:48]1[C:52]([CH2:53]O)=[CH:51][CH:50]=[N:49]1)[CH2:45][CH2:46][CH3:47].C1(P(C2C=CC=CC=2)C2C=CC=CC=2)C=CC=CC=1.N(C(OC(C)(C)C)=O)=NC(OC(C)(C)C)=O. Product: [CH2:44]([N:48]1[C:52]([CH2:53][O:41][C:36]2[CH:37]=[CH:38][CH:39]=[CH:40][C:35]=2[CH2:34][C@@H:28]([O:27][C:25]2[C:26]3[C:18]([C:4]4[CH:5]=[CH:6][C:7]([O:8][CH2:9][CH2:10][N:11]5[CH2:12][CH2:13][N:14]([CH3:17])[CH2:15][CH2:16]5)=[C:2]([Cl:1])[C:3]=4[CH3:43])=[C:19]([I:42])[S:20][C:21]=3[N:22]=[CH:23][N:24]=2)[C:29]([O:31][CH2:32][CH3:33])=[O:30])=[CH:51][CH:50]=[N:49]1)[CH2:45][CH2:46][CH3:47]. The catalyst class is: 11.